Dataset: Reaction yield outcomes from USPTO patents with 853,638 reactions. Task: Predict the reaction yield, written as a fraction of the theoretical maximum amount of product (1.0 means a 100% yield; for example, 0.34 means a 34% yield). (1) The reactants are [CH2:1]([O:3][C:4](=[O:40])[C:5]([N:7]([CH2:19][C:20]1[CH:25]=[CH:24][C:23]([C:26]#[C:27][C:28]2[CH:33]=[CH:32][C:31]([CH2:34][CH2:35][CH2:36][CH2:37][CH2:38][CH3:39])=[CH:30][CH:29]=2)=[CH:22][CH:21]=1)[CH2:8][C:9]1[CH:14]=[CH:13][C:12]([C:15]([F:18])([F:17])[F:16])=[CH:11][CH:10]=1)=[O:6])[CH3:2]. The catalyst is CCOC(C)=O. The product is [CH2:1]([O:3][C:4](=[O:40])[C:5]([N:7]([CH2:19][C:20]1[CH:25]=[CH:24][C:23]([CH2:26][CH2:27][C:28]2[CH:29]=[CH:30][C:31]([CH2:34][CH2:35][CH2:36][CH2:37][CH2:38][CH3:39])=[CH:32][CH:33]=2)=[CH:22][CH:21]=1)[CH2:8][C:9]1[CH:10]=[CH:11][C:12]([C:15]([F:16])([F:17])[F:18])=[CH:13][CH:14]=1)=[O:6])[CH3:2]. The yield is 0.940. (2) The reactants are [NH2:1][C@H:2]([CH2:10][OH:11])[CH2:3][C:4]1[CH:9]=[CH:8][CH:7]=[CH:6][CH:5]=1.C(O)(=O)C.[CH:16](=O)[C:17]1[CH:22]=[CH:21][CH:20]=[CH:19][CH:18]=1.C([BH3-])#N.[Na+]. The catalyst is CO. The product is [CH2:16]([NH:1][C@H:2]([CH2:10][OH:11])[CH2:3][C:4]1[CH:5]=[CH:6][CH:7]=[CH:8][CH:9]=1)[C:17]1[CH:22]=[CH:21][CH:20]=[CH:19][CH:18]=1. The yield is 0.810. (3) The reactants are [CH3:1][N:2]1[CH2:7][CH2:6][NH:5][CH2:4][CH2:3]1.C(=O)([O-])[O-].[K+].[K+].[Cl:14][CH2:15][CH2:16][CH2:17][CH2:18]Br. The catalyst is CC(C)=O. The product is [CH3:1][N:2]1[CH2:7][CH2:6][N:5]([CH2:18][CH2:17][CH2:16][CH2:15][Cl:14])[CH2:4][CH2:3]1. The yield is 0.485.